The task is: Predict the product of the given reaction.. This data is from Forward reaction prediction with 1.9M reactions from USPTO patents (1976-2016). (1) Given the reactants Cl.[NH2:2][C@@H:3]([C:8]([CH3:11])([CH3:10])[CH3:9])[C:4]([O:6][CH3:7])=[O:5].[CH:12](=O)[C:13]1[CH:18]=[CH:17][CH:16]=[CH:15][CH:14]=1.[Na], predict the reaction product. The product is: [CH3:7][O:6][C:4](=[O:5])[C@@H:3]([NH:2][CH2:12][C:13]1[CH:18]=[CH:17][CH:16]=[CH:15][CH:14]=1)[C:8]([CH3:11])([CH3:10])[CH3:9]. (2) Given the reactants [O:1]1[CH2:6][CH2:5][CH2:4][CH2:3][CH:2]1[O:7][C:8]1[CH:13]=[CH:12][C:11]([C@@H:14]2[CH2:19][CH2:18][O:17][CH2:16][C@H:15]2[NH2:20])=[CH:10][CH:9]=1.C1CCN2C(=NCCC2)CC1.[CH:32]([S:35](Cl)(=[O:37])=[O:36])([CH3:34])[CH3:33], predict the reaction product. The product is: [O:1]1[CH2:6][CH2:5][CH2:4][CH2:3][CH:2]1[O:7][C:8]1[CH:9]=[CH:10][C:11]([C@@H:14]2[CH2:19][CH2:18][O:17][CH2:16][C@H:15]2[NH:20][S:35]([CH:32]([CH3:34])[CH3:33])(=[O:37])=[O:36])=[CH:12][CH:13]=1. (3) Given the reactants [Cl:1][C:2]1[CH:7]=[CH:6][C:5]([CH2:8][C@H:9]([NH:27]C(=O)OC(C)(C)C)[CH2:10][CH2:11][N:12]2[CH:16]=[C:15]([C:17]3[CH:18]=[C:19]4[C:24](=[CH:25][CH:26]=3)[CH:23]=[N:22][CH:21]=[CH:20]4)[CH:14]=[N:13]2)=[CH:4][CH:3]=1.C(O)(C(F)(F)F)=O, predict the reaction product. The product is: [Cl:1][C:2]1[CH:7]=[CH:6][C:5]([CH2:8][C@H:9]([NH2:27])[CH2:10][CH2:11][N:12]2[CH:16]=[C:15]([C:17]3[CH:18]=[C:19]4[C:24](=[CH:25][CH:26]=3)[CH:23]=[N:22][CH:21]=[CH:20]4)[CH:14]=[N:13]2)=[CH:4][CH:3]=1.